From a dataset of HIV replication inhibition screening data with 41,000+ compounds from the AIDS Antiviral Screen. Binary Classification. Given a drug SMILES string, predict its activity (active/inactive) in a high-throughput screening assay against a specified biological target. The compound is CC(=O)C(=CNC(=S)NN=C1C(=O)Nc2ccccc21)C(=O)Nc1ccccc1C. The result is 0 (inactive).